This data is from Reaction yield outcomes from USPTO patents with 853,638 reactions. The task is: Predict the reaction yield, written as a fraction of the theoretical maximum amount of product (1.0 means a 100% yield; for example, 0.34 means a 34% yield). The reactants are [Cl:1][C:2]1[CH:7]=[CH:6][C:5]([C:8]2[CH:9]=[C:10]3[C:16]([C:17]([C:19]4[C:20]([F:33])=[C:21]([NH:26][S:27]([CH2:30][CH2:31][CH3:32])(=[O:29])=[O:28])[CH:22]=[CH:23][C:24]=4[F:25])=[O:18])=[CH:15][NH:14][C:11]3=[N:12][CH:13]=2)=[CH:4][CH:3]=1.CCN(CC)CC.[C:41]([O:46][CH2:47]Cl)(=[O:45])[CH:42]([CH3:44])[CH3:43]. The catalyst is CN(C=O)C. The product is [C:41]([O:46][CH2:47][N:14]1[C:11]2=[N:12][CH:13]=[C:8]([C:5]3[CH:6]=[CH:7][C:2]([Cl:1])=[CH:3][CH:4]=3)[CH:9]=[C:10]2[C:16]([C:17](=[O:18])[C:19]2[C:24]([F:25])=[CH:23][CH:22]=[C:21]([NH:26][S:27]([CH2:30][CH2:31][CH3:32])(=[O:28])=[O:29])[C:20]=2[F:33])=[CH:15]1)(=[O:45])[CH:42]([CH3:44])[CH3:43]. The yield is 0.375.